Dataset: Reaction yield outcomes from USPTO patents with 853,638 reactions. Task: Predict the reaction yield, written as a fraction of the theoretical maximum amount of product (1.0 means a 100% yield; for example, 0.34 means a 34% yield). The reactants are [Cl:1][C:2]1[CH:3]=[C:4]([C:8]2[O:12][N:11]=[C:10]([C@H:13]([OH:15])[CH3:14])[CH:9]=2)[CH:5]=[CH:6][CH:7]=1.CS([C:20]1[N:21]([CH3:31])[C:22]([C:25]2[CH:30]=[CH:29][N:28]=[CH:27][CH:26]=2)=[N:23][N:24]=1)(=O)=O.C(=O)([O-])[O-].[Cs+].[Cs+].[Cl-].[Cs+]. The catalyst is CS(C)=O. The product is [Cl:1][C:2]1[CH:3]=[C:4]([C:8]2[O:12][N:11]=[C:10]([C@H:13]([O:15][C:20]3[N:21]([CH3:31])[C:22]([C:25]4[CH:30]=[CH:29][N:28]=[CH:27][CH:26]=4)=[N:23][N:24]=3)[CH3:14])[CH:9]=2)[CH:5]=[CH:6][CH:7]=1. The yield is 0.840.